This data is from Full USPTO retrosynthesis dataset with 1.9M reactions from patents (1976-2016). The task is: Predict the reactants needed to synthesize the given product. Given the product [N:12]1([C:10]([C:7]2[CH:8]=[C:9]3[C:4]([C:3]4[CH:29]=[C:24]([C:18]5[CH:19]=[CH:20][CH:21]=[CH:22][CH:23]=5)[N:25]=[C:26]([C:30]([O:32][CH2:33][CH3:34])=[O:31])[C:2]=4[NH:1]3)=[CH:5][CH:6]=2)=[O:11])[CH2:17][CH2:16][O:15][CH2:14][CH2:13]1, predict the reactants needed to synthesize it. The reactants are: [NH:1]1[C:9]2[C:4](=[CH:5][CH:6]=[C:7]([C:10]([N:12]3[CH2:17][CH2:16][O:15][CH2:14][CH2:13]3)=[O:11])[CH:8]=2)[CH:3]=[CH:2]1.[C:18]1([C:24]2[N:25]=[C:26]([C:30]([O:32][CH2:33][CH3:34])=[O:31])N=N[CH:29]=2)[CH:23]=[CH:22][CH:21]=[CH:20][CH:19]=1.COCCOCCOC.